This data is from Aqueous solubility values for 9,982 compounds from the AqSolDB database. The task is: Regression/Classification. Given a drug SMILES string, predict its absorption, distribution, metabolism, or excretion properties. Task type varies by dataset: regression for continuous measurements (e.g., permeability, clearance, half-life) or binary classification for categorical outcomes (e.g., BBB penetration, CYP inhibition). For this dataset (solubility_aqsoldb), we predict Y. (1) The Y is -4.99 log mol/L. The compound is COP(=O)(Oc1cc(Cl)c(Br)cc1Cl)c1ccccc1. (2) The compound is CCCCCC(C)C. The Y is -5.08 log mol/L. (3) The drug is O=c1[nH]ccc2cccnc12. The Y is -1.14 log mol/L. (4) The drug is CNC(=O)Oc1ccccc1C1OCCO1. The Y is -1.57 log mol/L. (5) The compound is CCOCCOCCOC(C)=O. The Y is 0.754 log mol/L. (6) The drug is CC(C)CCCC(C)CCO. The Y is -3.39 log mol/L. (7) The drug is CCOP(=O)(OCC)Oc1ccc([N+](=O)[O-])cc1. The Y is -2.06 log mol/L. (8) The drug is COc1ccc(C2Sc3ccccc3N(CCN(C)C)C(=O)C2OC(C)=O)cc1. The Y is -2.95 log mol/L.